Dataset: Catalyst prediction with 721,799 reactions and 888 catalyst types from USPTO. Task: Predict which catalyst facilitates the given reaction. (1) Reactant: C[Si]([CH:5]([C:11]([O-])=O)[C:6]([O:8][CH2:9][CH3:10])=[O:7])(C)C.C([Li])CCC.[Cl:19][C:20]1[C:21]([F:29])=[N:22][C:23]([F:28])=[C:24]([F:27])C=1F.Cl.[OH-].[Na+]. Product: [CH2:9]([O:8][C:6](=[O:7])[CH2:5][C:11]1[C:24]([F:27])=[C:23]([F:28])[N:22]=[C:21]([F:29])[C:20]=1[Cl:19])[CH3:10]. The catalyst class is: 116. (2) Reactant: [NH2:1][C:2]1[N:3]=[C:4]([Cl:32])[C:5]2=[C:6]([N:8]([CH2:21][C:22]3[C:27]([CH3:28])=[C:26]([O:29][CH3:30])[C:25]([CH3:31])=[CH:24][N:23]=3)[C:9](=[O:20])/[C:10]/2=[CH:11]\[C:12]2[NH:16][CH:15]=[C:14]([C:17]([OH:19])=O)[CH:13]=2)[N:7]=1.[O:33]1[CH2:38][CH2:37][N:36]([CH2:39][CH2:40][NH2:41])[CH2:35][CH2:34]1.F[P-](F)(F)(F)(F)F.N1(O[P+](N(C)C)(N(C)C)N(C)C)C2C=CC=CC=2N=N1.CCN(C(C)C)C(C)C. Product: [NH2:1][C:2]1[N:3]=[C:4]([Cl:32])[C:5]2=[C:6]([N:8]([CH2:21][C:22]3[C:27]([CH3:28])=[C:26]([O:29][CH3:30])[C:25]([CH3:31])=[CH:24][N:23]=3)[C:9](=[O:20])/[C:10]/2=[CH:11]\[C:12]2[NH:16][CH:15]=[C:14]([C:17]([NH:41][CH2:40][CH2:39][N:36]3[CH2:37][CH2:38][O:33][CH2:34][CH2:35]3)=[O:19])[CH:13]=2)[N:7]=1. The catalyst class is: 18. (3) Product: [Si:9]([O:16][CH:17]1[CH2:22][CH2:21][N:20]([C:23]([C:30]2[CH:35]=[CH:34][CH:33]=[CH:32][CH:31]=2)([C:24]2[CH:29]=[CH:28][CH:27]=[CH:26][CH:25]=2)[C:36]2[CH:41]=[CH:40][CH:39]=[CH:38][CH:37]=2)[CH2:19]/[C:18]/1=[CH:42]\[CH2:43][C:4]#[N:5])([C:12]([CH3:14])([CH3:15])[CH3:13])([CH3:10])[CH3:11]. Reactant: [C-]#N.[Na+].[CH3:4][N:5](C)C=O.[Si:9]([O:16][CH:17]1[CH2:22][CH2:21][N:20]([C:23]([C:36]2[CH:41]=[CH:40][CH:39]=[CH:38][CH:37]=2)([C:30]2[CH:35]=[CH:34][CH:33]=[CH:32][CH:31]=2)[C:24]2[CH:29]=[CH:28][CH:27]=[CH:26][CH:25]=2)[CH2:19]/[C:18]/1=[CH:42]\[CH2:43]OS(C1C=CC(C)=CC=1)(=O)=O)([C:12]([CH3:15])([CH3:14])[CH3:13])([CH3:11])[CH3:10]. The catalyst class is: 6. (4) Product: [F:1][C:2]1[CH:3]=[CH:4][C:5]([CH:8]([OH:29])[CH:9]([CH2:15][C:16]2[CH:21]=[CH:20][C:19]([O:22][C:23]3[CH:28]=[CH:27][CH:26]=[CH:25][CH:24]=3)=[CH:18][CH:17]=2)[C:10]([OH:12])=[O:11])=[CH:6][CH:7]=1. The catalyst class is: 5. Reactant: [F:1][C:2]1[CH:7]=[CH:6][C:5]([CH:8]([OH:29])[CH:9]([CH2:15][C:16]2[CH:21]=[CH:20][C:19]([O:22][C:23]3[CH:28]=[CH:27][CH:26]=[CH:25][CH:24]=3)=[CH:18][CH:17]=2)[C:10]([O:12]CC)=[O:11])=[CH:4][CH:3]=1.[OH-].[Na+].Cl. (5) Reactant: [OH:1][CH2:2][CH2:3][C@H:4]1[C:9]2[CH:10]=[CH:11][C:12]([C:14]([NH2:16])=[O:15])=[CH:13][C:8]=2[CH2:7][CH2:6][O:5]1.C(N(CC)CC)C.[CH3:24][S:25](Cl)(=[O:27])=[O:26]. Product: [CH3:24][S:25]([O:1][CH2:2][CH2:3][C@H:4]1[C:9]2[CH:10]=[CH:11][C:12]([C:14]([NH2:16])=[O:15])=[CH:13][C:8]=2[CH2:7][CH2:6][O:5]1)(=[O:27])=[O:26]. The catalyst class is: 213. (6) Product: [OH:28][C@@H:18]1[CH:19]=[CH:20][C@@:21]2([CH3:22])[C@@H:16]([C:15](=[O:30])[O:29][C:13]3[C@H:12]4[C@:26]([CH3:27])([CH2:25][CH2:24][C:23]=32)[C@@H:9]([C@H:7]([CH3:8])[CH2:6][CH2:5][CH2:4][CH:2]([CH3:1])[CH3:3])[CH2:10][CH2:11]4)[CH2:17]1. The catalyst class is: 5. Reactant: [CH3:1][CH:2]([CH2:4][CH2:5][CH2:6][C@@H:7]([C@@H:9]1[C@:26]2([CH3:27])[C@H:12]([C:13]3[C@H:23]([CH2:24][CH2:25]2)[C@:21]2([CH3:22])[CH:16]([CH2:17][C:18](=[O:28])[CH2:19][CH2:20]2)[C:15](=[O:29])C=3)[CH2:11][CH2:10]1)[CH3:8])[CH3:3].[OH2:30].O.O.O.O.O.O.[Cl-].[Ce+3].[Cl-].[Cl-].[BH4-].[Na+].[Cl-].[NH4+]. (7) Product: [OH:50][C:51]1[N:56]=[CH:55][C:54]([C:57]2[CH:58]=[C:59]([NH:63][C:23]([C:18]3[C:19](=[O:22])[O:20][C:21]4[C:16]([CH:17]=3)=[CH:15][CH:14]=[CH:13][C:12]=4[O:11][CH3:10])=[O:25])[CH:60]=[CH:61][CH:62]=2)=[CH:53][CH:52]=1. The catalyst class is: 3. Reactant: CCN(C(C)C)C(C)C.[CH3:10][O:11][C:12]1[CH:13]=[CH:14][CH:15]=[C:16]2[C:21]=1[O:20][C:19](=[O:22])[C:18]([C:23]([OH:25])=O)=[CH:17]2.CN(C(ON1N=NC2C=CC=NC1=2)=[N+](C)C)C.F[P-](F)(F)(F)(F)F.[OH:50][C:51]1[N:56]=[CH:55][C:54]([C:57]2[CH:58]=[C:59]([NH2:63])[CH:60]=[CH:61][CH:62]=2)=[CH:53][CH:52]=1. (8) Reactant: [F:1][C:2]1[CH:7]=[CH:6][CH:5]=[CH:4][C:3]=1[N:8]1[C:12]([C:13]2[C:18](=[O:19])[CH:17]=[CH:16][N:15]([C:20]3[CH:25]=[CH:24][CH:23]=[C:22]([CH:26]([OH:28])[CH3:27])[CH:21]=3)[N:14]=2)=[CH:11][CH:10]=[N:9]1. Product: [C:26]([C:22]1[CH:21]=[C:20]([N:15]2[CH:16]=[CH:17][C:18](=[O:19])[C:13]([C:12]3[N:8]([C:3]4[CH:4]=[CH:5][CH:6]=[CH:7][C:2]=4[F:1])[N:9]=[CH:10][CH:11]=3)=[N:14]2)[CH:25]=[CH:24][CH:23]=1)(=[O:28])[CH3:27]. The catalyst class is: 327.